From a dataset of NCI-60 drug combinations with 297,098 pairs across 59 cell lines. Regression. Given two drug SMILES strings and cell line genomic features, predict the synergy score measuring deviation from expected non-interaction effect. (1) Cell line: OVCAR-5. Drug 2: COC1=CC(=CC(=C1O)OC)C2C3C(COC3=O)C(C4=CC5=C(C=C24)OCO5)OC6C(C(C7C(O6)COC(O7)C8=CC=CS8)O)O. Synergy scores: CSS=17.4, Synergy_ZIP=-2.86, Synergy_Bliss=1.98, Synergy_Loewe=-2.53, Synergy_HSA=0.556. Drug 1: C1CCN(CC1)CCOC2=CC=C(C=C2)C(=O)C3=C(SC4=C3C=CC(=C4)O)C5=CC=C(C=C5)O. (2) Drug 1: CCC1=CC2CC(C3=C(CN(C2)C1)C4=CC=CC=C4N3)(C5=C(C=C6C(=C5)C78CCN9C7C(C=CC9)(C(C(C8N6C)(C(=O)OC)O)OC(=O)C)CC)OC)C(=O)OC.C(C(C(=O)O)O)(C(=O)O)O. Drug 2: C1C(C(OC1N2C=NC(=NC2=O)N)CO)O. Cell line: CAKI-1. Synergy scores: CSS=18.9, Synergy_ZIP=-5.51, Synergy_Bliss=-6.91, Synergy_Loewe=-2.10, Synergy_HSA=-1.20. (3) Drug 1: CC(CN1CC(=O)NC(=O)C1)N2CC(=O)NC(=O)C2. Drug 2: CC12CCC3C(C1CCC2OP(=O)(O)O)CCC4=C3C=CC(=C4)OC(=O)N(CCCl)CCCl.[Na+]. Cell line: SK-MEL-28. Synergy scores: CSS=11.9, Synergy_ZIP=-3.86, Synergy_Bliss=-1.26, Synergy_Loewe=-1.52, Synergy_HSA=0.212. (4) Drug 1: CC1CCC2CC(C(=CC=CC=CC(CC(C(=O)C(C(C(=CC(C(=O)CC(OC(=O)C3CCCCN3C(=O)C(=O)C1(O2)O)C(C)CC4CCC(C(C4)OC)OCCO)C)C)O)OC)C)C)C)OC. Cell line: MOLT-4. Synergy scores: CSS=16.0, Synergy_ZIP=-5.14, Synergy_Bliss=1.96, Synergy_Loewe=-14.7, Synergy_HSA=-3.28. Drug 2: C1CC(=O)NC(=O)C1N2C(=O)C3=CC=CC=C3C2=O.